Dataset: Full USPTO retrosynthesis dataset with 1.9M reactions from patents (1976-2016). Task: Predict the reactants needed to synthesize the given product. (1) Given the product [CH3:19][O:20][C:7]1[CH:8]=[C:9]2[C:4]([CH2:3]/[C:2](=[N:11]\[OH:12])/[C:1]2=[O:10])=[CH:5][CH:6]=1, predict the reactants needed to synthesize it. The reactants are: [C:1]1(=[O:10])[C:9]2[C:4](=[CH:5][CH:6]=[CH:7][CH:8]=2)[CH2:3][CH2:2]1.[N:11](OCCCC)=[O:12].Cl.[CH3:19][OH:20]. (2) Given the product [Br-:1].[F:18][C:4]1[CH:5]=[C:6]2[C:11](=[CH:12][C:3]=1[CH2:2][P+:25]([C:26]1[CH:27]=[CH:28][CH:29]=[CH:30][CH:31]=1)([C:32]1[CH:37]=[CH:36][CH:35]=[CH:34][CH:33]=1)[C:19]1[CH:20]=[CH:21][CH:22]=[CH:23][CH:24]=1)[O:10][CH2:9][CH:8]([CH2:13][CH2:14][CH2:15][CH2:16][CH3:17])[CH2:7]2, predict the reactants needed to synthesize it. The reactants are: [Br:1][CH2:2][C:3]1[CH:12]=[C:11]2[C:6]([CH2:7][CH:8]([CH2:13][CH2:14][CH2:15][CH2:16][CH3:17])[CH2:9][O:10]2)=[CH:5][C:4]=1[F:18].[C:19]1([P:25]([C:32]2[CH:37]=[CH:36][CH:35]=[CH:34][CH:33]=2)[C:26]2[CH:31]=[CH:30][CH:29]=[CH:28][CH:27]=2)[CH:24]=[CH:23][CH:22]=[CH:21][CH:20]=1. (3) Given the product [CH:2]1([CH3:1])[CH2:3][CH2:4][CH:5]([CH:9]([CH3:10])[CH3:11])[CH:6]([OH:8])[CH2:7]1, predict the reactants needed to synthesize it. The reactants are: [CH3:1][C@H:2]1[CH2:7][C@@H:6]([OH:8])[C@H:5]([CH:9]([CH3:11])[CH3:10])[CH2:4][CH2:3]1.C1(OCCCO)(C)CCC(C(C)C)CC1.C1(OCC(O)C)(C)CCC(C(C)C)CC1.